Dataset: Full USPTO retrosynthesis dataset with 1.9M reactions from patents (1976-2016). Task: Predict the reactants needed to synthesize the given product. (1) Given the product [C:37]([C:34]1[CH:35]=[CH:36][C:31]([NH:30][C:28]([CH:9]2[NH:10][CH:11]([CH2:23][C:24]([CH3:27])([CH3:25])[CH3:26])[C:12]3([C:16]4=[N:17][CH:18]=[C:19]([F:21])[CH:20]=[C:15]4[NH:14][C:13]3=[O:22])[CH:8]2[C:4]2[CH:5]=[CH:6][CH:7]=[C:2]([Cl:1])[C:3]=2[F:41])=[O:29])=[C:32]([O:39][CH3:40])[CH:33]=1)(=[O:42])[NH2:38], predict the reactants needed to synthesize it. The reactants are: [Cl:1][C:2]1[C:3]([F:41])=[C:4]([CH:8]2[C:12]3([C:16]4=[N:17][CH:18]=[C:19]([F:21])[CH:20]=[C:15]4[NH:14][C:13]3=[O:22])[CH:11]([CH2:23][C:24]([CH3:27])([CH3:26])[CH3:25])[NH:10][CH:9]2[C:28]([NH:30][C:31]2[CH:36]=[CH:35][C:34]([C:37]#[N:38])=[CH:33][C:32]=2[O:39][CH3:40])=[O:29])[CH:5]=[CH:6][CH:7]=1.[OH:42]O.[OH-].[Na+]. (2) Given the product [CH:1]([C:4]1[CH:9]=[CH:8][CH:7]=[C:6]([O:10][CH3:11])[CH:5]=1)([CH3:3])[CH3:2], predict the reactants needed to synthesize it. The reactants are: [CH:1]([C:4]1[CH:5]=[C:6]([OH:10])[CH:7]=[CH:8][CH:9]=1)([CH3:3])[CH3:2].[C:11]([O-])([O-])=O.[K+].[K+].IC.